Dataset: Reaction yield outcomes from USPTO patents with 853,638 reactions. Task: Predict the reaction yield, written as a fraction of the theoretical maximum amount of product (1.0 means a 100% yield; for example, 0.34 means a 34% yield). The reactants are Cl.Cl.[CH3:3][O:4][C:5]1[CH:10]=CC(N)=[C:7](N)[CH:6]=1.C([N:15]([CH2:18][CH3:19])[CH2:16][CH3:17])C.[CH3:20][C:21]1([CH3:28])[CH2:25][C:24](=O)[O:23][C:22]1=[O:27].C(#[N:31])C. The yield is 0.570. No catalyst specified. The product is [CH3:3][O:4][C:5]1[CH:6]=[CH:7][C:17]2[NH:31][C:18]([CH2:19][C:21]([CH3:28])([CH3:20])[C:22]([O:23][CH2:24][CH3:25])=[O:27])=[N:15][C:16]=2[CH:10]=1.